Dataset: Peptide-MHC class II binding affinity with 134,281 pairs from IEDB. Task: Regression. Given a peptide amino acid sequence and an MHC pseudo amino acid sequence, predict their binding affinity value. This is MHC class II binding data. The peptide sequence is TEKGMKNVFDDVVPE. The MHC is DRB1_0101 with pseudo-sequence DRB1_0101. The binding affinity (normalized) is 0.505.